This data is from Catalyst prediction with 721,799 reactions and 888 catalyst types from USPTO. The task is: Predict which catalyst facilitates the given reaction. (1) Reactant: [CH3:1][O:2][C:3]1[N:8]=[C:7]([CH2:9][CH2:10][OH:11])[CH:6]=[CH:5][CH:4]=1.C(N(CC)CC)C.[C:19]1([CH3:29])[CH:24]=[CH:23][C:22]([S:25](Cl)(=[O:27])=[O:26])=[CH:21][CH:20]=1. Product: [CH3:29][C:19]1[CH:24]=[CH:23][C:22]([S:25]([O:11][CH2:10][CH2:9][C:7]2[CH:6]=[CH:5][CH:4]=[C:3]([O:2][CH3:1])[N:8]=2)(=[O:27])=[O:26])=[CH:21][CH:20]=1. The catalyst class is: 119. (2) Reactant: [CH3:1][O:2][C:3]1[C:8]([C:9]2[NH:10][C:11]3[C:16]([CH:17]=2)=[CH:15][C:14]([C:18]([NH:20][CH2:21][CH2:22][CH2:23][N:24]2[CH2:29][CH2:28][O:27][CH2:26][CH2:25]2)=[O:19])=[CH:13][CH:12]=3)=[CH:7][CH:6]=[CH:5][N:4]=1.[Br:30]N1C(=O)CCC1=O. Product: [Br:30][C:17]1[C:16]2[C:11](=[CH:12][CH:13]=[C:14]([C:18]([NH:20][CH2:21][CH2:22][CH2:23][N:24]3[CH2:25][CH2:26][O:27][CH2:28][CH2:29]3)=[O:19])[CH:15]=2)[NH:10][C:9]=1[C:8]1[C:3]([O:2][CH3:1])=[N:4][CH:5]=[CH:6][CH:7]=1. The catalyst class is: 1. (3) Reactant: [N+:1]([C:4]1[CH:10]=[CH:9][C:8]([Cl:11])=[CH:7][C:5]=1[NH2:6])([O-:3])=[O:2].[C:12](Cl)(=[O:17])[C:13]([CH3:16])([CH3:15])[CH3:14].C(N(CC)C(C)C)(C)C.O. Product: [Cl:11][C:8]1[CH:9]=[CH:10][C:4]([N+:1]([O-:3])=[O:2])=[C:5]([NH:6][C:12](=[O:17])[C:13]([CH3:16])([CH3:15])[CH3:14])[CH:7]=1. The catalyst class is: 112.